From a dataset of Forward reaction prediction with 1.9M reactions from USPTO patents (1976-2016). Predict the product of the given reaction. (1) The product is: [CH:9]1([NH:8][C:6]2[C:5]([Cl:12])=[CH:4][N:3]=[C:2]([NH:13][C:14]3[S:18][C:17]([C:19](=[O:21])[CH3:20])=[CH:16][CH:15]=3)[N:7]=2)[CH2:11][CH2:10]1. Given the reactants Cl[C:2]1[N:7]=[C:6]([NH:8][CH:9]2[CH2:11][CH2:10]2)[C:5]([Cl:12])=[CH:4][N:3]=1.[NH2:13][C:14]1[S:18][C:17]([C:19](=[O:21])[CH3:20])=[CH:16][CH:15]=1.C1(C)C=CC(S(O)(=O)=O)=CC=1, predict the reaction product. (2) Given the reactants [CH2:1]([S:3]([NH:6][CH2:7][C:8]1[CH:13]=[CH:12][C:11]([CH:14]([CH3:18])[C:15]([OH:17])=O)=[CH:10][C:9]=1[F:19])(=[O:5])=[O:4])[CH3:2].[N:20]1([C:25]2[C:30]([CH2:31][NH2:32])=[CH:29][CH:28]=[C:27]([C:33]([F:36])([F:35])[F:34])[N:26]=2)[CH2:24][CH2:23][CH2:22][CH2:21]1.ON1C2C=CC=CC=2N=N1.CN(C)CCCN=C=NCC.C(N(CC)CC)C, predict the reaction product. The product is: [CH2:1]([S:3]([NH:6][CH2:7][C:8]1[CH:13]=[CH:12][C:11]([CH:14]([CH3:18])[C:15]([NH:32][CH2:31][C:30]2[C:25]([N:20]3[CH2:24][CH2:23][CH2:22][CH2:21]3)=[N:26][C:27]([C:33]([F:36])([F:34])[F:35])=[CH:28][CH:29]=2)=[O:17])=[CH:10][C:9]=1[F:19])(=[O:4])=[O:5])[CH3:2]. (3) Given the reactants C[O:2][C:3](=[O:39])[CH2:4][O:5][C:6]1[CH:15]=[CH:14][C:13]([F:16])=[C:12]2[C:7]=1[C:8]([O:35][CH:36]([F:38])[F:37])=[C:9]([CH2:19][C:20]1[CH:25]=[CH:24][C:23](B3OC(C)(C)C(C)(C)O3)=[CH:22][CH:21]=1)[C:10]([CH2:17][CH3:18])=[N:11]2.Br[C:41]1[S:42][CH:43]=[CH:44][N:45]=1.O1CCOCC1.C(=O)([O-])[O-].[Cs+].[Cs+], predict the reaction product. The product is: [F:37][CH:36]([F:38])[O:35][C:8]1[C:7]2[C:12](=[C:13]([F:16])[CH:14]=[CH:15][C:6]=2[O:5][CH2:4][C:3]([OH:2])=[O:39])[N:11]=[C:10]([CH2:17][CH3:18])[C:9]=1[CH2:19][C:20]1[CH:21]=[CH:22][C:23]([C:41]2[S:42][CH:43]=[CH:44][N:45]=2)=[CH:24][CH:25]=1. (4) Given the reactants [CH:1]1[CH:2]=[CH:3][N:4]2[CH2:10][C:9]3[CH:11]=[CH:12][CH:13]=[CH:14][C:8]=3[N:7]([C:15]([C:17]3[CH:22]=[C:21]([Cl:23])[C:20](I)=[CH:19][C:18]=3[O:25][CH3:26])=[O:16])[CH2:6][C:5]=12.B1(B2O[C:39]([CH3:42])(C)[C:38]([CH3:44])(C)O2)O[C:39](C)([CH3:42])[C:38](C)([CH3:44])O1.[C:45]([O-:48])(=O)C.[K+], predict the reaction product. The product is: [CH3:26][O:25][C:18]1[CH:19]=[C:20]([C:8]2[CH2:14][CH2:13][CH2:12][CH2:11][CH:9]=2)[C:21]([Cl:23])=[CH:22][C:17]=1[C:15]([N:7]1[C:8]2[CH:14]=[CH:13][CH:12]=[CH:11][C:9]=2[CH2:10][N:4]2[C:3]([C:45]([N:4]3[CH2:3][CH2:2][CH2:1][C@H:5]3[CH2:6][N:7]3[CH2:42][CH2:39][CH2:38][CH2:44]3)=[O:48])=[CH:2][CH:1]=[C:5]2[CH2:6]1)=[O:16]. (5) Given the reactants [CH:1]1([CH2:7][CH2:8][CH2:9][C@@H:10]([C:15]2[O:16][C:17]([CH3:24])=[C:18]([C:20]([O:22][CH3:23])=[O:21])[N:19]=2)[CH2:11][C:12]([OH:14])=O)[CH2:6][CH2:5][CH2:4][CH2:3][CH2:2]1.O.ON1C2C=CC=CC=2N=N1.Cl.CN(C)CCCN=C=NCC.CN1CCOCC1.[CH2:55]([O:62][NH2:63])[C:56]1[CH:61]=[CH:60][CH:59]=[CH:58][CH:57]=1, predict the reaction product. The product is: [CH2:55]([O:62][NH:63][C:12](=[O:14])[CH2:11][C@H:10]([C:15]1[O:16][C:17]([CH3:24])=[C:18]([C:20]([O:22][CH3:23])=[O:21])[N:19]=1)[CH2:9][CH2:8][CH2:7][CH:1]1[CH2:2][CH2:3][CH2:4][CH2:5][CH2:6]1)[C:56]1[CH:61]=[CH:60][CH:59]=[CH:58][CH:57]=1. (6) Given the reactants N1C2C(=CC=CC=2)C=NC=1.[Cl:11][C:12]1[CH:13]=[C:14]([C:16]([F:20])=[CH:17][C:18]=1[Cl:19])[NH2:15].Cl[C:22]1[C:31]2[C:26](=[CH:27][CH:28]=[C:29]([N+:32]([O-:34])=[O:33])[CH:30]=2)[N:25]=[CH:24][N:23]=1, predict the reaction product. The product is: [Cl:11][C:12]1[CH:13]=[C:14]([NH:15][C:22]2[C:31]3[C:26](=[CH:27][CH:28]=[C:29]([N+:32]([O-:34])=[O:33])[CH:30]=3)[N:25]=[CH:24][N:23]=2)[C:16]([F:20])=[CH:17][C:18]=1[Cl:19].